From a dataset of Forward reaction prediction with 1.9M reactions from USPTO patents (1976-2016). Predict the product of the given reaction. (1) Given the reactants [Cl:1][C:2]1[N:3]=[C:4]([N:19]2[CH2:24][CH2:23][O:22][CH2:21][CH2:20]2)[C:5]2[N:11]=[CH:10][C:9]([C:12]3[O:16][C:15]([CH:17]=[O:18])=[CH:14][CH:13]=3)=[CH:8][C:6]=2[N:7]=1.[CH3:25][OH:26].[C-]#N.[Na+], predict the reaction product. The product is: [Cl:1][C:2]1[N:3]=[C:4]([N:19]2[CH2:24][CH2:23][O:22][CH2:21][CH2:20]2)[C:5]2[N:11]=[CH:10][C:9]([C:12]3[O:16][C:15]([C:17]([O:26][CH3:25])=[O:18])=[CH:14][CH:13]=3)=[CH:8][C:6]=2[N:7]=1. (2) Given the reactants [Si]([O:8][CH:9]([C:11]1[O:12][C:13](=[O:28])[C:14]2[C:19]([C:20]=1[CH2:21][N:22]1[CH2:27][CH2:26][O:25][CH2:24][CH2:23]1)=[CH:18][CH:17]=[CH:16][CH:15]=2)[CH3:10])(C(C)(C)C)(C)C.CCCC[N+](CCCC)(CCCC)CCCC.[F-].O, predict the reaction product. The product is: [OH:8][CH:9]([C:11]1[O:12][C:13](=[O:28])[C:14]2[C:19]([C:20]=1[CH2:21][N:22]1[CH2:23][CH2:24][O:25][CH2:26][CH2:27]1)=[CH:18][CH:17]=[CH:16][CH:15]=2)[CH3:10].